From a dataset of Full USPTO retrosynthesis dataset with 1.9M reactions from patents (1976-2016). Predict the reactants needed to synthesize the given product. Given the product [F:8][C:4]1[CH:5]=[CH:6][CH:7]=[C:2]([F:1])[C:3]=1[CH:9]1[O:13][N:12]=[C:11]([C:14]2[N:15]=[C:16]([CH:19]3[CH2:24][CH2:23][NH:22][NH:21][CH2:20]3)[S:17][CH:18]=2)[CH2:10]1, predict the reactants needed to synthesize it. The reactants are: [F:1][C:2]1[CH:7]=[CH:6][CH:5]=[C:4]([F:8])[C:3]=1[CH:9]1[O:13][N:12]=[C:11]([C:14]2[N:15]=[C:16]([CH:19]3[CH2:24][CH2:23][N:22](C(OCC)=O)[N:21](C(OCC)=O)[CH2:20]3)[S:17][CH:18]=2)[CH2:10]1.[OH-].[K+].Cl.C(=O)(O)[O-].[Na+].